From a dataset of Reaction yield outcomes from USPTO patents with 853,638 reactions. Predict the reaction yield, written as a fraction of the theoretical maximum amount of product (1.0 means a 100% yield; for example, 0.34 means a 34% yield). (1) The reactants are [C:1]1([NH:7][C:8]2[N:16]=[C:15]([C:17]([F:20])([F:19])[F:18])[CH:14]=[CH:13][C:9]=2[C:10]([OH:12])=O)[CH:6]=[CH:5][CH:4]=[CH:3][CH:2]=1.Cl.[CH3:22][NH:23][O:24][CH3:25].F[P-](F)(F)(F)(F)F.N1(OC(N(C)C)=[N+](C)C)C2C=CC=CC=2N=N1.C(N(CC)C(C)C)(C)C. The catalyst is CN(C)C=O.C(Cl)Cl. The product is [CH3:25][O:24][N:23]([CH3:22])[C:10](=[O:12])[C:9]1[CH:13]=[CH:14][C:15]([C:17]([F:20])([F:19])[F:18])=[N:16][C:8]=1[NH:7][C:1]1[CH:2]=[CH:3][CH:4]=[CH:5][CH:6]=1. The yield is 0.960. (2) The reactants are Cl[C:2]1[N:3]=[C:4]([N:12]2[CH2:17][CH2:16][O:15][CH2:14][C@@H:13]2[CH3:18])[C:5]2[CH2:10][N:9]([CH3:11])[CH2:8][C:6]=2[N:7]=1.[F:19][C:20]1[CH:25]=[C:24](B2OC(C)(C)C(C)(C)O2)[CH:23]=[C:22]([F:35])[C:21]=1[NH:36][C:37]([NH:39][CH2:40][CH3:41])=[O:38]. No catalyst specified. The product is [F:19][C:20]1[CH:25]=[C:24]([C:2]2[N:3]=[C:4]([N:12]3[CH2:17][CH2:16][O:15][CH2:14][C@@H:13]3[CH3:18])[C:5]3[CH2:10][N:9]([CH3:11])[CH2:8][C:6]=3[N:7]=2)[CH:23]=[C:22]([F:35])[C:21]=1[NH:36][C:37]([NH:39][CH2:40][CH3:41])=[O:38]. The yield is 0.0920. (3) The reactants are [Cl:1][C:2]1[CH:11]=[C:10]([O:12][CH3:13])[C:9]([N:14]2[CH2:19][CH2:18][O:17][CH2:16][CH2:15]2)=[CH:8][C:3]=1[C:4](OC)=[O:5].[NH3:20]. No catalyst specified. The product is [Cl:1][C:2]1[CH:11]=[C:10]([O:12][CH3:13])[C:9]([N:14]2[CH2:19][CH2:18][O:17][CH2:16][CH2:15]2)=[CH:8][C:3]=1[C:4]([NH2:20])=[O:5]. The yield is 0.470. (4) The reactants are [C:1]1([C:18]2[CH:23]=[CH:22][CH:21]=[CH:20][CH:19]=2)[CH:6]=[CH:5][CH:4]=[C:3]([C:7]2[C:12](Br)=[CH:11][C:10]([O:14][CH3:15])=[C:9]([O:16][CH3:17])[N:8]=2)[CH:2]=1.C1(C2C=CC=CC=2)C=CC=C(C2[C:31](Br)=[N:32]C(OC)=C(OC)C=2)C=1. The catalyst is [C-]#N.[C-]#N.[Zn+2].[Zn].C1C=CC(/C=C/C(/C=C/C2C=CC=CC=2)=O)=CC=1.C1C=CC(/C=C/C(/C=C/C2C=CC=CC=2)=O)=CC=1.C1C=CC(/C=C/C(/C=C/C2C=CC=CC=2)=O)=CC=1.[Pd].[Pd].C1C=CC(P(C2C=CC=CC=2)[C-]2C=CC=C2)=CC=1.C1C=CC(P(C2C=CC=CC=2)[C-]2C=CC=C2)=CC=1.[Fe+2].CC(N(C)C)=O. The product is [C:1]1([C:18]2[CH:23]=[CH:22][CH:21]=[CH:20][CH:19]=2)[CH:6]=[CH:5][CH:4]=[C:3]([C:7]2[C:12]([C:31]#[N:32])=[CH:11][C:10]([O:14][CH3:15])=[C:9]([O:16][CH3:17])[N:8]=2)[CH:2]=1. The yield is 0.390.